Dataset: Full USPTO retrosynthesis dataset with 1.9M reactions from patents (1976-2016). Task: Predict the reactants needed to synthesize the given product. (1) Given the product [Cl:23][C:17]1[C:18]([CH:20]2[CH2:22][CH2:21]2)=[N:19][C:14]([C:11]2[S:10][C:9]([S:6]([NH2:5])(=[O:8])=[O:7])=[CH:13][CH:12]=2)=[N:15][C:16]=1[NH:24][C:25]1[NH:29][N:28]=[C:27]([CH:30]2[CH2:32][CH2:31]2)[CH:26]=1, predict the reactants needed to synthesize it. The reactants are: C([NH:5][S:6]([C:9]1[S:10][C:11]([C:14]2[N:19]=[C:18]([CH:20]3[CH2:22][CH2:21]3)[C:17]([Cl:23])=[C:16]([NH:24][C:25]3[NH:29][N:28]=[C:27]([CH:30]4[CH2:32][CH2:31]4)[CH:26]=3)[N:15]=2)=[CH:12][CH:13]=1)(=[O:8])=[O:7])(C)(C)C. (2) The reactants are: [NH2:1][C:2]1[CH:31]=[CH:30][C:5]([CH2:6][C:7]2[NH:15][C:14]3[C:13](=[O:16])[N:12]([CH2:17][C:18]4[CH:23]=[CH:22][CH:21]=[CH:20][C:19]=4[F:24])[C:11](=[O:25])[N:10]([CH2:26][CH2:27][CH2:28][CH3:29])[C:9]=3[N:8]=2)=[CH:4][CH:3]=1.[Cl:32][C:33]1[CH:38]=[C:37]([Cl:39])[CH:36]=[CH:35][C:34]=1[S:40](Cl)(=[O:42])=[O:41]. Given the product [CH2:26]([N:10]1[C:9]2[N:8]=[C:7]([CH2:6][C:5]3[CH:4]=[CH:3][C:2]([NH:1][S:40]([C:34]4[CH:35]=[CH:36][C:37]([Cl:39])=[CH:38][C:33]=4[Cl:32])(=[O:42])=[O:41])=[CH:31][CH:30]=3)[NH:15][C:14]=2[C:13](=[O:16])[N:12]([CH2:17][C:18]2[CH:23]=[CH:22][CH:21]=[CH:20][C:19]=2[F:24])[C:11]1=[O:25])[CH2:27][CH2:28][CH3:29], predict the reactants needed to synthesize it. (3) Given the product [CH3:1][O:2][C:3](=[O:17])[NH:4][C:5]1[S:6][C:7]2[C:13]([C:23]3[O:24][CH2:25][CH2:26][O:27][CH:28]=3)=[CH:12][CH:11]=[C:10]([O:15][CH3:16])[C:8]=2[N:9]=1, predict the reactants needed to synthesize it. The reactants are: [CH3:1][O:2][C:3](=[O:17])[NH:4][C:5]1[S:6][C:7]2[C:13](I)=[CH:12][CH:11]=[C:10]([O:15][CH3:16])[C:8]=2[N:9]=1.C([Sn](CCCC)(CCCC)[C:23]1[O:24][CH2:25][CH2:26][O:27][CH:28]=1)CCC.O1C=CC=C1P(C1OC=CC=1)C1OC=CC=1.C(N(CC)CC)C.